This data is from Forward reaction prediction with 1.9M reactions from USPTO patents (1976-2016). The task is: Predict the product of the given reaction. (1) Given the reactants Br[C:2]1[CH:3]=[CH:4][C:5]([Cl:14])=[C:6]([CH:13]=1)[C:7]([NH:9][CH:10]1[CH2:12][CH2:11]1)=[O:8].[CH3:15][O:16][CH2:17]/[CH:18]=[CH:19]/B1OC(C)(C)C(C)(C)O1.C([O-])([O-])=O.[Na+].[Na+].Cl, predict the reaction product. The product is: [Cl:14][C:5]1[CH:4]=[CH:3][C:2]([CH:19]=[CH:18][CH2:17][O:16][CH3:15])=[CH:13][C:6]=1[C:7]([NH:9][CH:10]1[CH2:12][CH2:11]1)=[O:8]. (2) The product is: [CH2:1]([N:8]1[C:16](=[O:17])[CH:15]2[CH:10]([NH:11][CH2:12][CH2:13][CH2:14]2)[C:9]1=[O:18])[C:2]1[CH:3]=[CH:4][CH:5]=[CH:6][CH:7]=1. Given the reactants [CH2:1]([N:8]1[C:16](=[O:17])[C:15]2[C:10](=[N:11][CH:12]=[CH:13][CH:14]=2)[C:9]1=[O:18])[C:2]1[CH:7]=[CH:6][CH:5]=[CH:4][CH:3]=1.O, predict the reaction product. (3) Given the reactants [Br:1][C:2]1[CH:3]=[C:4]2[C:9](=[CH:10][CH:11]=1)[C:7](=[O:8])O[CH2:5]2.C1C(=O)N(Br)C(=O)C1.CC(N=NC(C#N)(C)C)(C#N)C.[CH:32]1[CH:33]=[CH:34][C:35]([CH2:38][CH2:39][NH:40][NH2:41])=[CH:36][CH:37]=1.OS(O)(=O)=O.C([O-])(O)=O.[Na+], predict the reaction product. The product is: [Br:1][C:2]1[CH:3]=[C:4]2[C:9](=[CH:10][CH:11]=1)[C:7](=[O:8])[N:40]([CH2:39][CH2:38][C:35]1[CH:36]=[CH:37][CH:32]=[CH:33][CH:34]=1)[N:41]=[CH:5]2. (4) Given the reactants [F:1][C:2]1[CH:3]=[C:4]([S:10]([NH:13][C:14]2[CH:15]=[CH:16][C:17]3[CH2:21][O:20][B:19]([OH:22])[C:18]=3[CH:23]=2)(=[O:12])=[O:11])[CH:5]=[CH:6][C:7]=1[O:8]C.B(Br)(Br)Br, predict the reaction product. The product is: [F:1][C:2]1[CH:3]=[C:4]([S:10]([NH:13][C:14]2[CH:15]=[CH:16][C:17]3[CH2:21][O:20][B:19]([OH:22])[C:18]=3[CH:23]=2)(=[O:12])=[O:11])[CH:5]=[CH:6][C:7]=1[OH:8]. (5) Given the reactants CCN=C=NCCCN(C)C.[NH:12]1[C:16]2[CH:17]=[CH:18][CH:19]=[CH:20][C:15]=2[N:14]=[N:13]1.[CH:21]1([NH:26][C:27]2[C:32]([C:33](O)=[O:34])=[CH:31][N:30]=[C:29]([S:36][CH3:37])[N:28]=2)[CH2:25][CH2:24][CH2:23][CH2:22]1, predict the reaction product. The product is: [N:12]1([C:33]([C:32]2[C:27]([NH:26][CH:21]3[CH2:25][CH2:24][CH2:23][CH2:22]3)=[N:28][C:29]([S:36][CH3:37])=[N:30][CH:31]=2)=[O:34])[C:16]2[CH:17]=[CH:18][CH:19]=[CH:20][C:15]=2[N:14]=[N:13]1. (6) Given the reactants [Cl:1][C:2]1[CH:3]=[C:4]([CH:8]([CH3:12])[C:9](O)=[O:10])[CH:5]=[CH:6][CH:7]=1.C([NH2:15])C.CS(Cl)(=O)=O, predict the reaction product. The product is: [Cl:1][C:2]1[CH:3]=[C:4]([CH:8]([CH3:12])[C:9]([NH2:15])=[O:10])[CH:5]=[CH:6][CH:7]=1. (7) Given the reactants [NH2:1][C:2]1[CH:7]=[CH:6][C:5]([N:8]2[CH2:13][CH2:12][O:11][CH2:10][C:9]2=[O:14])=[CH:4][CH:3]=1.[CH3:15][O:16][C:17](=[O:20])[CH2:18]Br.C([O-])([O-])=O.[K+].[K+].O, predict the reaction product. The product is: [CH3:15][O:16][C:17](=[O:20])[CH2:18][NH:1][C:2]1[CH:3]=[CH:4][C:5]([N:8]2[CH2:13][CH2:12][O:11][CH2:10][C:9]2=[O:14])=[CH:6][CH:7]=1. (8) Given the reactants C[O:2][C:3](=[O:17])[CH2:4][C:5]1[CH:10]=[CH:9][C:8]([CH2:11][NH:12][S:13]([CH3:16])(=[O:15])=[O:14])=[CH:7][CH:6]=1.COC(=O)CC1C=CC=CC=1CNC(OC(C)(C)C)=O, predict the reaction product. The product is: [CH3:16][S:13]([NH:12][CH2:11][C:8]1[CH:9]=[CH:10][C:5]([CH2:4][C:3]([OH:17])=[O:2])=[CH:6][CH:7]=1)(=[O:15])=[O:14].